This data is from Catalyst prediction with 721,799 reactions and 888 catalyst types from USPTO. The task is: Predict which catalyst facilitates the given reaction. (1) Reactant: C(N(CC)CC)C.Cl.[NH2:9][CH:10]1[CH2:15][CH:14]([C:16]2[CH:21]=[CH:20][C:19]([C:22]([F:25])([F:24])[F:23])=[CH:18][CH:17]=2)[CH2:13][N:12]([C:26]([N:28]2[CH2:33][CH2:32][O:31][CH2:30][CH2:29]2)=[O:27])[CH2:11]1.[CH:34]1([C:39](Cl)=[O:40])[CH2:38][CH2:37][CH2:36][CH2:35]1. Product: [N:28]1([C:26]([N:12]2[CH2:13][CH:14]([C:16]3[CH:21]=[CH:20][C:19]([C:22]([F:24])([F:25])[F:23])=[CH:18][CH:17]=3)[CH2:15][CH:10]([NH:9][C:39]([CH:34]3[CH2:38][CH2:37][CH2:36][CH2:35]3)=[O:40])[CH2:11]2)=[O:27])[CH2:29][CH2:30][O:31][CH2:32][CH2:33]1. The catalyst class is: 166. (2) Reactant: [CH2:1]([C:4]1[C:8]([CH2:9][CH2:10][CH2:11][CH2:12][OH:13])=[CH:7][N:6]([C:14]2[CH:19]=[CH:18][C:17]([C:20]([F:23])([F:22])[F:21])=[CH:16][N:15]=2)[N:5]=1)[CH2:2][CH3:3].O[C:25]1[CH:29]=[C:28]([CH2:30][CH2:31][C:32]([O:34]CC)=[O:33])[N:27]([CH3:37])[N:26]=1.C(P(CCCC)CCCC)CCC.N(C(N1CCCCC1)=O)=NC(N1CCCCC1)=O. Product: [CH3:37][N:27]1[C:28]([CH2:30][CH2:31][C:32]([OH:34])=[O:33])=[CH:29][C:25]([O:13][CH2:12][CH2:11][CH2:10][CH2:9][C:8]2[C:4]([CH2:1][CH2:2][CH3:3])=[N:5][N:6]([C:14]3[CH:19]=[CH:18][C:17]([C:20]([F:22])([F:21])[F:23])=[CH:16][N:15]=3)[CH:7]=2)=[N:26]1. The catalyst class is: 7.